Dataset: Full USPTO retrosynthesis dataset with 1.9M reactions from patents (1976-2016). Task: Predict the reactants needed to synthesize the given product. (1) Given the product [CH3:1][O:2][C@@H:3]1[C@@H:8]([CH2:9][OH:10])[O:7][C@@H:6]([N:11]2[C:23]3[C:22]4[NH:24][C:25]5[CH:26]=[CH:27][CH:28]=[CH:29][C:30]=5[C:21]=4[C:20]4[C:31](=[O:38])[O:35][C:33](=[O:34])[C:19]=4[C:18]=3[C:17]3[C:12]2=[CH:13][CH:14]=[CH:15][CH:16]=3)[C@H:5]([OH:36])[C@H:4]1[OH:37], predict the reactants needed to synthesize it. The reactants are: [CH3:1][O:2][C@@H:3]1[C@@H:8]([CH2:9][OH:10])[O:7][C@@H:6]([N:11]2[C:23]3[C:22]4[NH:24][C:25]5[CH:26]=[CH:27][CH:28]=[CH:29][C:30]=5[C:21]=4[C:20]4[C:31](=[O:35])N[C:33](=[O:34])[C:19]=4[C:18]=3[C:17]3[C:12]2=[CH:13][CH:14]=[CH:15][CH:16]=3)[C@H:5]([OH:36])[C@H:4]1[OH:37].[OH-:38].[Na+].Cl. (2) Given the product [C:18]1([CH2:19][CH:20]([C:7]2([C:1]3[CH:2]=[CH:3][CH:4]=[CH:5][CH:6]=3)[S:8][CH2:9][CH2:10][CH2:11][S:12]2)[OH:21])[CH:22]=[CH:16][CH:15]=[CH:14][CH:13]=1, predict the reactants needed to synthesize it. The reactants are: [C:1]1([CH:7]2[S:12][CH2:11][CH2:10][CH2:9][S:8]2)[CH:6]=[CH:5][CH:4]=[CH:3][CH:2]=1.[CH2:13]([Li])[CH2:14][CH2:15][CH3:16].[CH2:18]1[CH2:22][O:21][CH2:20][CH2:19]1. (3) Given the product [Cl:1][C:2]1[CH:3]=[N:4][C:5]2[N:6]([N:8]=[C:9]([C:11]([N:16]3[CH2:17][CH:18]=[C:19]([C:21]4[CH:22]=[C:23]([CH3:27])[CH:24]=[CH:25][CH:26]=4)[CH2:20][CH:15]3[CH3:14])=[O:13])[CH:10]=2)[CH:7]=1, predict the reactants needed to synthesize it. The reactants are: [Cl:1][C:2]1[CH:3]=[N:4][C:5]2[N:6]([N:8]=[C:9]([C:11]([OH:13])=O)[CH:10]=2)[CH:7]=1.[CH3:14][CH:15]1[CH2:20][C:19]([C:21]2[CH:22]=[C:23]([CH3:27])[CH:24]=[CH:25][CH:26]=2)=[CH:18][CH2:17][NH:16]1. (4) Given the product [OH:1][C:2]1[C:3]([CH3:11])=[C:4]([CH:8]=[CH:9][CH:10]=1)[C:5]([O:7][CH3:17])=[O:6], predict the reactants needed to synthesize it. The reactants are: [OH:1][C:2]1[C:3]([CH3:11])=[C:4]([CH:8]=[CH:9][CH:10]=1)[C:5]([OH:7])=[O:6].S(=O)(=O)(O)O.[CH3:17]O.